Predict the reactants needed to synthesize the given product. From a dataset of Full USPTO retrosynthesis dataset with 1.9M reactions from patents (1976-2016). (1) Given the product [CH2:8]([O:7][C:1](=[O:6])[CH2:2][C:3]([NH:38][C:35]1[CH:34]=[CH:33][C:32]([C:39]2[CH:44]=[CH:43][CH:42]=[CH:41][CH:40]=2)=[CH:37][CH:36]=1)=[O:5])[CH3:9], predict the reactants needed to synthesize it. The reactants are: [C:1]([O:7][CH2:8][CH3:9])(=[O:6])[CH2:2][C:3]([O-:5])=O.C1C=CC2N(O)N=NC=2C=1.CCN=C=NCCCN(C)C.Cl.[C:32]1([C:39]2[CH:44]=[CH:43][CH:42]=[CH:41][CH:40]=2)[CH:37]=[CH:36][C:35]([NH2:38])=[CH:34][CH:33]=1. (2) Given the product [ClH:19].[C:31]([NH:35][C:28]([C:25]1[CH:26]=[CH:27][C:22]([CH2:21][S:20][C:15]2[C:12]3[CH2:13][CH2:14][NH:8][CH2:9][CH2:10][C:11]=3[CH:18]=[CH:17][C:16]=2[Cl:19])=[N:23][CH:24]=1)=[O:30])([CH3:34])([CH3:33])[CH3:32], predict the reactants needed to synthesize it. The reactants are: C(OC([N:8]1[CH2:14][CH2:13][C:12]2[C:15]([S:20][CH2:21][C:22]3[CH:27]=[CH:26][C:25]([C:28]([OH:30])=O)=[CH:24][N:23]=3)=[C:16]([Cl:19])[CH:17]=[CH:18][C:11]=2[CH2:10][CH2:9]1)=O)(C)(C)C.[C:31]([NH2:35])([CH3:34])([CH3:33])[CH3:32]. (3) Given the product [CH2:1]([N:8]1[CH2:13][CH2:12][C@@H:11]([CH3:14])[C@@H:10]([N:15]2[C:16]3[C:17]4[CH:26]=[CH:25][N:24]([CH2:27][O:28][CH2:29][CH2:30][Si:31]([CH3:33])([CH3:32])[CH3:34])[C:18]=4[N:19]=[CH:20][C:21]=3[CH2:22][O:23][CH2:35]2)[CH2:9]1)[C:2]1[CH:3]=[CH:4][CH:5]=[CH:6][CH:7]=1, predict the reactants needed to synthesize it. The reactants are: [CH2:1]([N:8]1[CH2:13][CH2:12][C@@H:11]([CH3:14])[C@@H:10]([NH:15][C:16]2[C:21]([CH2:22][OH:23])=[CH:20][N:19]=[C:18]3[N:24]([CH2:27][O:28][CH2:29][CH2:30][Si:31]([CH3:34])([CH3:33])[CH3:32])[CH:25]=[CH:26][C:17]=23)[CH2:9]1)[C:2]1[CH:7]=[CH:6][CH:5]=[CH:4][CH:3]=1.[CH:35](O)=O. (4) Given the product [F:22][CH:2]([F:1])[O:3][C:4]1[C:9]2[O:10][C:11]3[CH:16]=[CH:15][C:14]([N+:17]([O-:19])=[O:18])=[CH:13][C:12]=3[C:8]=2[C:7]([C:20]([OH:25])=[O:21])=[CH:6][CH:5]=1, predict the reactants needed to synthesize it. The reactants are: [F:1][CH:2]([F:22])[O:3][C:4]1[C:9]2[O:10][C:11]3[CH:16]=[CH:15][C:14]([N+:17]([O-:19])=[O:18])=[CH:13][C:12]=3[C:8]=2[C:7]([CH:20]=[O:21])=[CH:6][CH:5]=1.S(=O)(=O)([OH:25])N.Cl([O-])=O.[Na+]. (5) Given the product [C:25]([N:29]1[CH2:34][CH2:33][N:32]([CH2:23]/[CH:22]=[CH:21]/[C:18]2[CH:19]=[CH:20][C:15]([CH2:14][N:13]3[C:6]4=[N:7][C:8]([CH3:12])=[CH:9][C:10]([CH3:11])=[C:5]4[N:4]=[C:3]3[CH2:1][CH3:2])=[CH:16][CH:17]=2)[CH2:31][CH2:30]1)([CH3:28])([CH3:27])[CH3:26], predict the reactants needed to synthesize it. The reactants are: [CH2:1]([C:3]1[N:13]([CH2:14][C:15]2[CH:20]=[CH:19][C:18](/[CH:21]=[CH:22]/[CH2:23]O)=[CH:17][CH:16]=2)[C:6]2=[N:7][C:8]([CH3:12])=[CH:9][C:10]([CH3:11])=[C:5]2[N:4]=1)[CH3:2].[C:25]([N:29]1[CH2:34][CH2:33][NH:32][CH2:31][CH2:30]1)([CH3:28])([CH3:27])[CH3:26].